The task is: Predict which catalyst facilitates the given reaction.. This data is from Catalyst prediction with 721,799 reactions and 888 catalyst types from USPTO. (1) Reactant: [O:1]1[C:5]2[CH:6]=[CH:7][CH:8]=[CH:9][C:4]=2[N:3]=[C:2]1[NH:10][C:11]1[C:12]([Cl:23])=[N:13][C:14]([CH2:17][C:18]([O:20]CC)=[O:19])=[CH:15][CH:16]=1.[OH-].[Na+]. Product: [O:1]1[C:5]2[CH:6]=[CH:7][CH:8]=[CH:9][C:4]=2[N:3]=[C:2]1[NH:10][C:11]1[C:12]([Cl:23])=[N:13][C:14]([CH2:17][C:18]([OH:20])=[O:19])=[CH:15][CH:16]=1. The catalyst class is: 1. (2) Reactant: [C:1]1([S:7]([NH:10][N:11]2[C:15](=[O:16])[CH2:14][S:13][C:12]2=[S:17])(=[O:9])=[O:8])[CH:6]=[CH:5][CH:4]=[CH:3][CH:2]=1.[F:18][C:19]1[CH:26]=[CH:25][C:22]([CH:23]=O)=[CH:21][CH:20]=1.CC([O-])=O.[Na+]. Product: [F:18][C:19]1[CH:26]=[CH:25][C:22]([CH:23]=[C:14]2[S:13][C:12](=[S:17])[N:11]([NH:10][S:7]([C:1]3[CH:2]=[CH:3][CH:4]=[CH:5][CH:6]=3)(=[O:9])=[O:8])[C:15]2=[O:16])=[CH:21][CH:20]=1. The catalyst class is: 5. (3) Reactant: [Br:1][C:2]1[CH:10]=[CH:9][C:5]([C:6](O)=[O:7])=[C:4]([CH3:11])[CH:3]=1.C(Cl)(=O)C(Cl)=O.CN.[CH2:20]([N:22](CC)CC)C. Product: [Br:1][C:2]1[CH:10]=[CH:9][C:5]([C:6]([NH:22][CH3:20])=[O:7])=[C:4]([CH3:11])[CH:3]=1. The catalyst class is: 306. (4) Reactant: [OH:1][C:2]1[C:27]([O:28][CH3:29])=[CH:26][C:5]2[C:6]3[N:11]([CH:12]([C:14]([CH3:19])([CH3:18])[CH2:15][O:16][CH3:17])[CH2:13][C:4]=2[CH:3]=1)[CH:10]=[C:9]([C:20]([O:22][CH2:23][CH3:24])=[O:21])[C:8](=[O:25])[CH:7]=3.C(=O)([O-])[O-].[K+].[K+].Cl.Cl[CH2:38][CH2:39][CH:40]1[CH2:44][CH2:43][CH2:42][N:41]1[CH3:45].O. Product: [CH3:29][O:28][C:27]1[C:2]([O:1][CH2:38][CH2:39][CH:40]2[CH2:44][CH2:43][CH2:42][N:41]2[CH3:45])=[CH:3][C:4]2[CH2:13][CH:12]([C:14]([CH3:18])([CH3:19])[CH2:15][O:16][CH3:17])[N:11]3[C:6](=[CH:7][C:8](=[O:25])[C:9]([C:20]([O:22][CH2:23][CH3:24])=[O:21])=[CH:10]3)[C:5]=2[CH:26]=1. The catalyst class is: 3. (5) Reactant: [F:1][C:2]([F:30])([F:29])[C:3]1[CH:4]=[C:5]([NH:9][C:10]([C:12]2[CH:17]=[C:16]([N:18]3[CH2:26][C:25]4[CH:24]=[N:23][C:22]([S:27][CH3:28])=[N:21][C:20]=4[CH2:19]3)[CH:15]=[CH:14][N:13]=2)=[O:11])[CH:6]=[CH:7][CH:8]=1.S([O-])(O[O-])(=O)=[O:32].[K+].[K+].[S:39](=[O:42])(O)[O-:40].[Na+].[C:44](=O)(O)[O-].[Na+]. Product: [CH3:28][S:27]([C:22]1[N:23]=[CH:24][C:25]2[CH2:26][N:18]([C:16]3[CH:15]=[CH:14][N:13]=[C:12]([C:10]([NH:9][C:5]4[CH:6]=[CH:7][CH:8]=[C:3]([C:2]([F:1])([F:29])[F:30])[CH:4]=4)=[O:11])[CH:17]=3)[CH2:19][C:20]=2[N:21]=1)=[O:32].[CH3:44][S:39]([C:22]1[N:23]=[CH:24][C:25]2[CH2:26][N:18]([C:16]3[CH:15]=[CH:14][N:13]=[C:12]([C:10]([NH:9][C:5]4[CH:6]=[CH:7][CH:8]=[C:3]([C:2]([F:29])([F:1])[F:30])[CH:4]=4)=[O:11])[CH:17]=3)[CH2:19][C:20]=2[N:21]=1)(=[O:42])=[O:40]. The catalyst class is: 30. (6) The catalyst class is: 5. Product: [CH3:42][O:1][C:2]([C:9]1[CH:10]=[C:11]([CH:34]=[CH:35][CH:36]=1)[O:12][C:13]1[C:18]([NH:19][C:20]([NH:22][C:23]2[CH:24]=[CH:25][C:26]([O:29][C:30]([F:33])([F:31])[F:32])=[CH:27][CH:28]=2)=[O:21])=[CH:17][CH:16]=[CH:15][N:14]=1)([CH2:6][CH:7]=[CH2:8])[CH2:3][CH:4]=[CH2:5]. Reactant: [OH:1][C:2]([C:9]1[CH:10]=[C:11]([CH:34]=[CH:35][CH:36]=1)[O:12][C:13]1[C:18]([NH:19][C:20]([NH:22][C:23]2[CH:28]=[CH:27][C:26]([O:29][C:30]([F:33])([F:32])[F:31])=[CH:25][CH:24]=2)=[O:21])=[CH:17][CH:16]=[CH:15][N:14]=1)([CH2:6][CH:7]=[CH2:8])[CH2:3][CH:4]=[CH2:5].S(=O)(=O)(O)O.[C:42](=O)(O)[O-].[Na+]. (7) Reactant: [CH:1]1[CH:6]=[C:5]([CH2:7][C:8]([O-:10])=[O:9])[C:4]([NH:11][C:12]2[C:17]([Cl:18])=[CH:16][CH:15]=[CH:14][C:13]=2[Cl:19])=[CH:3][CH:2]=1.[Na+:20].[NH:21]1[CH:25]=[CH:24][N:23]=[CH:22]1.[CH:26]1[N:30]([CH2:31][O:32][CH2:33][CH2:34][OH:35])[C:29]2[N:36]=[C:37]([NH2:41])[N:38]=[C:39]([OH:40])[C:28]=2[N:27]=1. Product: [CH:26]1[N:30]([CH2:31][O:32][CH2:33][CH2:34][OH:35])[C:29]2[N:36]=[C:37]([NH2:41])[N:38]=[C:39]([OH:40])[C:28]=2[N:27]=1.[NH:21]1[CH:25]=[CH:24][N:23]=[CH:22]1.[CH:1]1[CH:6]=[C:5]([CH2:7][C:8]([O-:10])=[O:9])[C:4]([NH:11][C:12]2[C:13]([Cl:19])=[CH:14][CH:15]=[CH:16][C:17]=2[Cl:18])=[CH:3][CH:2]=1.[Na+:20]. The catalyst class is: 6.